Dataset: Reaction yield outcomes from USPTO patents with 853,638 reactions. Task: Predict the reaction yield, written as a fraction of the theoretical maximum amount of product (1.0 means a 100% yield; for example, 0.34 means a 34% yield). (1) The reactants are [CH3:1][NH2:2].[I:3][C:4]1[CH:12]=[CH:11][C:7]([C:8](Cl)=[O:9])=[CH:6][CH:5]=1. The catalyst is O. The product is [I:3][C:4]1[CH:12]=[CH:11][C:7]([C:8]([NH:2][CH3:1])=[O:9])=[CH:6][CH:5]=1. The yield is 0.680. (2) The reactants are [C:1]([C:3]1[CH:28]=[CH:27][C:6]([CH2:7][N:8]2[CH2:13][CH2:12][CH:11]([NH:14][C:15]([C:17]3[CH:26]=[CH:25][C:20]([C:21]([O:23]C)=[O:22])=[CH:19][CH:18]=3)=[O:16])[CH2:10][CH2:9]2)=[CH:5][CH:4]=1)#[N:2].[OH-].[Li+].Cl. The catalyst is CO.C1COCC1.O. The product is [C:1]([C:3]1[CH:4]=[CH:5][C:6]([CH2:7][N:8]2[CH2:9][CH2:10][CH:11]([NH:14][C:15]([C:17]3[CH:18]=[CH:19][C:20]([C:21]([OH:23])=[O:22])=[CH:25][CH:26]=3)=[O:16])[CH2:12][CH2:13]2)=[CH:27][CH:28]=1)#[N:2]. The yield is 0.830. (3) The reactants are C[O:2][C:3]1[CH:8]=[CH:7][C:6]([N:9]2[CH2:14][CH2:13][N:12]([C:15]3[CH:20]=[CH:19][C:18]([N:21]4[C:25](=[O:26])[N:24]([CH:27]([CH2:30][CH3:31])[CH2:28][CH3:29])[N:23]=[CH:22]4)=[CH:17][CH:16]=3)[CH2:11][CH2:10]2)=[CH:5][CH:4]=1. The catalyst is Br. The product is [OH:2][C:3]1[CH:8]=[CH:7][C:6]([N:9]2[CH2:10][CH2:11][N:12]([C:15]3[CH:16]=[CH:17][C:18]([N:21]4[C:25](=[O:26])[N:24]([CH:27]([CH2:30][CH3:31])[CH2:28][CH3:29])[N:23]=[CH:22]4)=[CH:19][CH:20]=3)[CH2:13][CH2:14]2)=[CH:5][CH:4]=1. The yield is 0.980. (4) The reactants are Cl.[NH:2]1[CH2:7][CH2:6][CH:5]([C:8]2[C:9](=[O:18])[NH:10][C:11]3[C:16]([N:17]=2)=[CH:15][CH:14]=[CH:13][CH:12]=3)[CH2:4][CH2:3]1.[Cl:19][C:20]1[C:28]2[NH:27][N:26]=[CH:25][C:24]=2[C:23]2[CH2:29][N:30]([CH2:55][C:56]([CH3:59])([CH3:58])[CH3:57])[C:31](=[O:54])[C@H:32]([CH2:34][C:35](=[O:53])N3CCC(N4CC5C(=CC=CC=5)NC4=O)CC3)[CH2:33][C:22]=2[CH:21]=1. No catalyst specified. The product is [Cl:19][C:20]1[C:28]2[NH:27][N:26]=[CH:25][C:24]=2[C:23]2[CH2:29][N:30]([CH2:55][C:56]([CH3:59])([CH3:58])[CH3:57])[C:31](=[O:54])[C@H:32]([CH2:34][C:35](=[O:53])[N:2]3[CH2:3][CH2:4][CH:5]([C:8]4[C:9](=[O:18])[NH:10][C:11]5[C:16](=[CH:15][CH:14]=[CH:13][CH:12]=5)[N:17]=4)[CH2:6][CH2:7]3)[CH2:33][C:22]=2[CH:21]=1. The yield is 0.490.